This data is from Reaction yield outcomes from USPTO patents with 853,638 reactions. The task is: Predict the reaction yield, written as a fraction of the theoretical maximum amount of product (1.0 means a 100% yield; for example, 0.34 means a 34% yield). (1) The reactants are [CH3:1][C:2]1([CH3:26])[O:6][C@H:5]([CH2:7][N:8]2[C:16]3[C:11](=[CH:12][C:13]([N+:18]([O-])=O)=[C:14]([F:17])[CH:15]=3)[CH:10]=[C:9]2[C:21]([CH3:25])([CH3:24])[CH2:22][OH:23])[CH2:4][O:3]1. The catalyst is C(O)C. The product is [NH2:18][C:13]1[CH:12]=[C:11]2[C:16](=[CH:15][C:14]=1[F:17])[N:8]([CH2:7][C@@H:5]1[CH2:4][O:3][C:2]([CH3:1])([CH3:26])[O:6]1)[C:9]([C:21]([CH3:25])([CH3:24])[CH2:22][OH:23])=[CH:10]2. The yield is 0.790. (2) The reactants are COC1C=CC(C[N:8](CC2C=CC(OC)=CC=2)[C:9]2[N:14]=[C:13]([CH3:15])[N:12]=[C:11]([C:16]3[C:17]([NH:23][C:24]4[CH:25]=[CH:26][C:27]([NH:30][C:31]([NH:33][C:34]5[CH:39]=[CH:38][C:37]([O:40][CH2:41][CH2:42][O:43][CH3:44])=[CH:36][CH:35]=5)=[O:32])=[N:28][CH:29]=4)=[N:18][CH:19]=[C:20]([Cl:22])[CH:21]=3)[N:10]=2)=CC=1.FC(F)(F)S(O)(=O)=O.C(=O)([O-])[O-].[Na+].[Na+].CC(O)C. The catalyst is C(O)(C(F)(F)F)=O.C(Cl)(Cl)Cl. The product is [NH2:8][C:9]1[N:14]=[C:13]([CH3:15])[N:12]=[C:11]([C:16]2[C:17]([NH:23][C:24]3[CH:25]=[CH:26][C:27]([NH:30][C:31]([NH:33][C:34]4[CH:39]=[CH:38][C:37]([O:40][CH2:41][CH2:42][O:43][CH3:44])=[CH:36][CH:35]=4)=[O:32])=[N:28][CH:29]=3)=[N:18][CH:19]=[C:20]([Cl:22])[CH:21]=2)[N:10]=1. The yield is 0.690. (3) The reactants are [O:1](S(C(F)(F)F)(=O)=O)[S:2]([C:5]([F:8])([F:7])[F:6])(=[O:4])=[O:3].O[C:17]1[C:25]2[C:20](=[CH:21][N:22]=[CH:23][CH:24]=2)[O:19][C:18]=1[C:26]([O-:28])=[O:27].N1C=CC=[CH:31][CH:30]=1. The catalyst is ClCCl. The product is [F:6][C:5]([F:8])([F:7])[S:2]([O:1][C:17]1[C:25]2[C:20](=[CH:21][N:22]=[CH:23][CH:24]=2)[O:19][C:18]=1[C:26]([O:28][CH2:30][CH3:31])=[O:27])(=[O:4])=[O:3]. The yield is 0.900.